Task: Predict the reactants needed to synthesize the given product.. Dataset: Full USPTO retrosynthesis dataset with 1.9M reactions from patents (1976-2016) Given the product [CH2:16]([N:11]1[C:12]2[C:7](=[C:6]([OH:25])[C:5]([C:3]([NH:26][CH2:27][C:28]([OH:30])=[O:29])=[O:4])=[N:14][C:13]=2[CH3:15])[CH:8]=[C:9]([CH3:24])[C:10]1=[O:23])[C:17]1[CH:18]=[CH:19][CH:20]=[CH:21][CH:22]=1, predict the reactants needed to synthesize it. The reactants are: CO[C:3]([C:5]1[C:6]([OH:25])=[C:7]2[C:12](=[C:13]([CH3:15])[N:14]=1)[N:11]([CH2:16][C:17]1[CH:22]=[CH:21][CH:20]=[CH:19][CH:18]=1)[C:10](=[O:23])[C:9]([CH3:24])=[CH:8]2)=[O:4].[NH2:26][CH2:27][C:28]([OH:30])=[O:29].C[O-].[Na+].